Task: Predict the product of the given reaction.. Dataset: Forward reaction prediction with 1.9M reactions from USPTO patents (1976-2016) (1) The product is: [CH3:18][O:8][C:7](=[O:9])[C:6]1[CH:10]=[C:2]([F:1])[C:3]([C:14]([F:15])([F:16])[F:17])=[CH:4][C:5]=1[N+:11]([O-:13])=[O:12]. Given the reactants [F:1][C:2]1[C:3]([C:14]([F:17])([F:16])[F:15])=[CH:4][C:5]([N+:11]([O-:13])=[O:12])=[C:6]([CH:10]=1)[C:7]([OH:9])=[O:8].[CH3:18][Si](C)(C)Cl, predict the reaction product. (2) Given the reactants [C:1]([C:3]1[CH:8]=[CH:7][C:6]([CH:9]2[N:14]3[C:15](=[O:18])[NH:16][N:17]=[C:13]3[N:12]([C:19]3[CH:24]=[CH:23][CH:22]=[C:21]([C:25]([F:28])([F:27])[F:26])[CH:20]=3)[C:11]([CH3:29])=[C:10]2[C:30]([NH2:32])=O)=[CH:5][CH:4]=1)#[N:2].CC[N+](S(N=C(OC)[O-])(=O)=O)(CC)CC, predict the reaction product. The product is: [C:1]([C:3]1[CH:8]=[CH:7][C:6]([CH:9]2[N:14]3[C:15](=[O:18])[NH:16][N:17]=[C:13]3[N:12]([C:19]3[CH:24]=[CH:23][CH:22]=[C:21]([C:25]([F:28])([F:27])[F:26])[CH:20]=3)[C:11]([CH3:29])=[C:10]2[C:30]#[N:32])=[CH:5][CH:4]=1)#[N:2]. (3) Given the reactants [F:1][C:2]([F:17])([F:16])[C:3]1[C:4]2[CH2:15][O:14][CH2:13][CH2:12][C:5]=2[N:6]([CH2:8][C:9]([OH:11])=O)[N:7]=1.O[N:19]=[C:20]([C:22]1[CH:23]=[N:24][N:25]2[C:30]([CH3:31])=[CH:29][C:28]([CH3:32])=[N:27][C:26]=12)[NH2:21], predict the reaction product. The product is: [CH3:32][C:28]1[CH:29]=[C:30]([CH3:31])[N:25]2[N:24]=[CH:23][C:22]([C:20]3[N:19]=[C:9]([CH2:8][N:6]4[C:5]5[CH2:12][CH2:13][O:14][CH2:15][C:4]=5[C:3]([C:2]([F:1])([F:17])[F:16])=[N:7]4)[O:11][N:21]=3)=[C:26]2[N:27]=1. (4) Given the reactants [NH2:1][C:2]1[CH:7]=[CH:6][CH:5]=[C:4]([NH:8][C:9]2[CH:14]=[CH:13][N:12]=[C:11]([NH:15][C:16]3[CH:21]=[CH:20][CH:19]=[C:18]([S:22]([CH3:25])(=[O:24])=[O:23])[CH:17]=3)[N:10]=2)[C:3]=1[OH:26].[CH3:27]OC(OC)OC.C1(C)C=CC(S(O)(=O)=O)=CC=1, predict the reaction product. The product is: [O:26]1[C:3]2[C:4]([NH:8][C:9]3[CH:14]=[CH:13][N:12]=[C:11]([NH:15][C:16]4[CH:21]=[CH:20][CH:19]=[C:18]([S:22]([CH3:25])(=[O:23])=[O:24])[CH:17]=4)[N:10]=3)=[CH:5][CH:6]=[CH:7][C:2]=2[N:1]=[CH:27]1.